The task is: Regression. Given two drug SMILES strings and cell line genomic features, predict the synergy score measuring deviation from expected non-interaction effect.. This data is from NCI-60 drug combinations with 297,098 pairs across 59 cell lines. (1) Drug 1: CS(=O)(=O)C1=CC(=C(C=C1)C(=O)NC2=CC(=C(C=C2)Cl)C3=CC=CC=N3)Cl. Drug 2: CC1=CC2C(CCC3(C2CCC3(C(=O)C)OC(=O)C)C)C4(C1=CC(=O)CC4)C. Cell line: SR. Synergy scores: CSS=18.1, Synergy_ZIP=-2.74, Synergy_Bliss=0.449, Synergy_Loewe=-7.80, Synergy_HSA=0.303. (2) Drug 1: COC1=C(C=C2C(=C1)N=CN=C2NC3=CC(=C(C=C3)F)Cl)OCCCN4CCOCC4. Drug 2: C1CC(C1)(C(=O)O)C(=O)O.[NH2-].[NH2-].[Pt+2]. Cell line: MDA-MB-231. Synergy scores: CSS=21.0, Synergy_ZIP=-5.55, Synergy_Bliss=-2.66, Synergy_Loewe=-1.53, Synergy_HSA=0.672. (3) Drug 1: CCCCCOC(=O)NC1=NC(=O)N(C=C1F)C2C(C(C(O2)C)O)O. Drug 2: CC1C(C(CC(O1)OC2CC(CC3=C2C(=C4C(=C3O)C(=O)C5=CC=CC=C5C4=O)O)(C(=O)C)O)N)O. Cell line: TK-10. Synergy scores: CSS=35.7, Synergy_ZIP=-2.14, Synergy_Bliss=-2.18, Synergy_Loewe=-53.2, Synergy_HSA=-2.18. (4) Drug 1: C1=C(C(=O)NC(=O)N1)N(CCCl)CCCl. Drug 2: C1C(C(OC1N2C=NC3=C(N=C(N=C32)Cl)N)CO)O. Cell line: HT29. Synergy scores: CSS=16.8, Synergy_ZIP=-5.98, Synergy_Bliss=4.54, Synergy_Loewe=0.225, Synergy_HSA=5.23. (5) Drug 1: CNC(=O)C1=CC=CC=C1SC2=CC3=C(C=C2)C(=NN3)C=CC4=CC=CC=N4. Drug 2: COC1=NC(=NC2=C1N=CN2C3C(C(C(O3)CO)O)O)N. Cell line: MDA-MB-435. Synergy scores: CSS=0.0850, Synergy_ZIP=1.40, Synergy_Bliss=5.00, Synergy_Loewe=-5.87, Synergy_HSA=1.26. (6) Drug 1: CCC1=CC2CC(C3=C(CN(C2)C1)C4=CC=CC=C4N3)(C5=C(C=C6C(=C5)C78CCN9C7C(C=CC9)(C(C(C8N6C)(C(=O)OC)O)OC(=O)C)CC)OC)C(=O)OC.C(C(C(=O)O)O)(C(=O)O)O. Drug 2: CC(C1=C(C=CC(=C1Cl)F)Cl)OC2=C(N=CC(=C2)C3=CN(N=C3)C4CCNCC4)N. Cell line: SNB-19. Synergy scores: CSS=31.6, Synergy_ZIP=0.0917, Synergy_Bliss=1.32, Synergy_Loewe=-5.46, Synergy_HSA=2.05. (7) Drug 1: C1=CC(=C2C(=C1NCCNCCO)C(=O)C3=C(C=CC(=C3C2=O)O)O)NCCNCCO. Drug 2: CCN(CC)CCNC(=O)C1=C(NC(=C1C)C=C2C3=C(C=CC(=C3)F)NC2=O)C. Cell line: SN12C. Synergy scores: CSS=46.6, Synergy_ZIP=3.03, Synergy_Bliss=2.90, Synergy_Loewe=-3.32, Synergy_HSA=4.23. (8) Drug 1: C1CCC(CC1)NC(=O)N(CCCl)N=O. Drug 2: C1CN(P(=O)(OC1)NCCCl)CCCl. Cell line: HL-60(TB). Synergy scores: CSS=13.6, Synergy_ZIP=0.760, Synergy_Bliss=-2.05, Synergy_Loewe=-36.5, Synergy_HSA=-3.80.